From a dataset of Forward reaction prediction with 1.9M reactions from USPTO patents (1976-2016). Predict the product of the given reaction. Given the reactants [C:1]1([CH3:10])[CH:6]=[CH:5][C:4]([S@@:7]([NH2:9])=[O:8])=[CH:3][CH:2]=1.[CH:11](=O)/[CH:12]=[CH:13]/[CH3:14].O, predict the reaction product. The product is: [CH:11](=[N:9]/[S:7]([C:4]1[CH:5]=[CH:6][C:1]([CH3:10])=[CH:2][CH:3]=1)=[O:8])\[CH:12]=[CH:13]\[CH3:14].